From a dataset of Reaction yield outcomes from USPTO patents with 853,638 reactions. Predict the reaction yield, written as a fraction of the theoretical maximum amount of product (1.0 means a 100% yield; for example, 0.34 means a 34% yield). (1) The reactants are I[C:2]1[CH:7]=[CH:6][C:5]([CH3:8])=[CH:4][CH:3]=1.[O-]P([O-])([O-])=O.[K+].[K+].[K+].[NH2:17][CH2:18][CH2:19][CH2:20][NH:21][CH2:22][CH2:23][CH2:24][CH2:25][NH2:26].[CH2:27](O)[CH2:28]O.N. The catalyst is O.[Cu]I.C(O)(C)C. The product is [CH3:8][C:5]1[CH:6]=[CH:7][C:2]([NH:26][CH2:25][CH2:24][CH2:23][CH2:22][NH:21][CH2:20][CH2:19][CH2:18][NH:17][C:2]2[CH:7]=[CH:6][C:27]([CH3:28])=[CH:4][CH:3]=2)=[CH:3][CH:4]=1. The yield is 0.730. (2) The reactants are [Cl:1][C:2]1[N:7]=[C:6](Cl)[CH:5]=[C:4]([CH3:9])[N:3]=1.Cl.[C:11]([O:15][C:16](=[O:20])[CH2:17][NH:18][CH3:19])([CH3:14])([CH3:13])[CH3:12]. No catalyst specified. The product is [C:11]([O:15][C:16](=[O:20])[CH2:17][N:18]([C:6]1[CH:5]=[C:4]([CH3:9])[N:3]=[C:2]([Cl:1])[N:7]=1)[CH3:19])([CH3:14])([CH3:13])[CH3:12]. The yield is 0.520. (3) The reactants are [CH3:1][C:2]([O:5][C:6]([NH:8][CH2:9][C:10]([OH:12])=O)=[O:7])([CH3:4])[CH3:3].C(Cl)CCl.C1C=CC2N(O)N=NC=2C=1.C(N1CCOCC1)C.Cl.[CH3:36][CH:37]([O:39][C:40]1[CH:47]=[CH:46][C:45]([C:48]2[O:52][N:51]=[C:50]([C:53]3[C:54]([CH3:63])=[C:55]4[C:60](=[CH:61][CH:62]=3)[CH2:59][NH:58][CH2:57][CH2:56]4)[N:49]=2)=[CH:44][C:41]=1[C:42]#[N:43])[CH3:38]. The catalyst is CN(C=O)C. The product is [C:42]([C:41]1[CH:44]=[C:45]([C:48]2[O:52][N:51]=[C:50]([C:53]3[C:54]([CH3:63])=[C:55]4[C:60](=[CH:61][CH:62]=3)[CH2:59][N:58]([C:10](=[O:12])[CH2:9][NH:8][C:6](=[O:7])[O:5][C:2]([CH3:1])([CH3:3])[CH3:4])[CH2:57][CH2:56]4)[N:49]=2)[CH:46]=[CH:47][C:40]=1[O:39][CH:37]([CH3:38])[CH3:36])#[N:43]. The yield is 0.760. (4) The reactants are C1(C(=[N:14][C:15]2[N:16]=[CH:17][C:18]([N:21]3[CH2:26][CH2:25][N:24]([C:27]([O:29][C:30]([CH3:33])([CH3:32])[CH3:31])=[O:28])[CH2:23][CH2:22]3)=[N:19][CH:20]=2)C2C=CC=CC=2)C=CC=CC=1.C([O-])(=O)C.[Na+].Cl.NO. The catalyst is CO. The product is [NH2:14][C:15]1[N:16]=[CH:17][C:18]([N:21]2[CH2:22][CH2:23][N:24]([C:27]([O:29][C:30]([CH3:33])([CH3:32])[CH3:31])=[O:28])[CH2:25][CH2:26]2)=[N:19][CH:20]=1. The yield is 0.710.